Dataset: NCI-60 drug combinations with 297,098 pairs across 59 cell lines. Task: Regression. Given two drug SMILES strings and cell line genomic features, predict the synergy score measuring deviation from expected non-interaction effect. Drug 1: C1=CC(=CC=C1CC(C(=O)O)N)N(CCCl)CCCl.Cl. Drug 2: CC1=C(C=C(C=C1)C(=O)NC2=CC(=CC(=C2)C(F)(F)F)N3C=C(N=C3)C)NC4=NC=CC(=N4)C5=CN=CC=C5. Cell line: ACHN. Synergy scores: CSS=28.3, Synergy_ZIP=0.960, Synergy_Bliss=0.590, Synergy_Loewe=-1.56, Synergy_HSA=-0.534.